From a dataset of NCI-60 drug combinations with 297,098 pairs across 59 cell lines. Regression. Given two drug SMILES strings and cell line genomic features, predict the synergy score measuring deviation from expected non-interaction effect. (1) Drug 1: CC1=C(N=C(N=C1N)C(CC(=O)N)NCC(C(=O)N)N)C(=O)NC(C(C2=CN=CN2)OC3C(C(C(C(O3)CO)O)O)OC4C(C(C(C(O4)CO)O)OC(=O)N)O)C(=O)NC(C)C(C(C)C(=O)NC(C(C)O)C(=O)NCCC5=NC(=CS5)C6=NC(=CS6)C(=O)NCCC[S+](C)C)O. Drug 2: C#CCC(CC1=CN=C2C(=N1)C(=NC(=N2)N)N)C3=CC=C(C=C3)C(=O)NC(CCC(=O)O)C(=O)O. Cell line: SNB-75. Synergy scores: CSS=21.0, Synergy_ZIP=-5.86, Synergy_Bliss=0.698, Synergy_Loewe=-0.400, Synergy_HSA=-0.381. (2) Drug 1: COCCOC1=C(C=C2C(=C1)C(=NC=N2)NC3=CC=CC(=C3)C#C)OCCOC.Cl. Drug 2: CC1C(C(CC(O1)OC2CC(CC3=C2C(=C4C(=C3O)C(=O)C5=CC=CC=C5C4=O)O)(C(=O)C)O)N)O. Cell line: SW-620. Synergy scores: CSS=41.9, Synergy_ZIP=-1.14, Synergy_Bliss=-0.640, Synergy_Loewe=-6.15, Synergy_HSA=3.74. (3) Drug 1: CCCS(=O)(=O)NC1=C(C(=C(C=C1)F)C(=O)C2=CNC3=C2C=C(C=N3)C4=CC=C(C=C4)Cl)F. Drug 2: C(CC(=O)O)C(=O)CN.Cl. Cell line: PC-3. Synergy scores: CSS=6.75, Synergy_ZIP=-3.38, Synergy_Bliss=-4.04, Synergy_Loewe=-5.24, Synergy_HSA=-5.34. (4) Drug 1: CC1=CC2C(CCC3(C2CCC3(C(=O)C)OC(=O)C)C)C4(C1=CC(=O)CC4)C. Drug 2: B(C(CC(C)C)NC(=O)C(CC1=CC=CC=C1)NC(=O)C2=NC=CN=C2)(O)O. Cell line: MDA-MB-435. Synergy scores: CSS=0.898, Synergy_ZIP=3.03, Synergy_Bliss=4.93, Synergy_Loewe=0.940, Synergy_HSA=-0.131. (5) Drug 1: CC1=CC=C(C=C1)C2=CC(=NN2C3=CC=C(C=C3)S(=O)(=O)N)C(F)(F)F. Drug 2: CN(C(=O)NC(C=O)C(C(C(CO)O)O)O)N=O. Cell line: M14. Synergy scores: CSS=-9.35, Synergy_ZIP=14.9, Synergy_Bliss=20.5, Synergy_Loewe=5.87, Synergy_HSA=4.73. (6) Drug 1: C1=CN(C(=O)N=C1N)C2C(C(C(O2)CO)O)O.Cl. Drug 2: CC1=C2C(C(=O)C3(C(CC4C(C3C(C(C2(C)C)(CC1OC(=O)C(C(C5=CC=CC=C5)NC(=O)C6=CC=CC=C6)O)O)OC(=O)C7=CC=CC=C7)(CO4)OC(=O)C)O)C)OC(=O)C. Cell line: K-562. Synergy scores: CSS=43.7, Synergy_ZIP=-2.82, Synergy_Bliss=-3.59, Synergy_Loewe=0.775, Synergy_HSA=1.43. (7) Cell line: NCI-H226. Drug 2: C1CC(=O)NC(=O)C1N2CC3=C(C2=O)C=CC=C3N. Synergy scores: CSS=-1.36, Synergy_ZIP=0.927, Synergy_Bliss=1.15, Synergy_Loewe=-1.32, Synergy_HSA=-1.62. Drug 1: CC1C(C(CC(O1)OC2CC(CC3=C2C(=C4C(=C3O)C(=O)C5=C(C4=O)C(=CC=C5)OC)O)(C(=O)CO)O)N)O.Cl.